This data is from Reaction yield outcomes from USPTO patents with 853,638 reactions. The task is: Predict the reaction yield, written as a fraction of the theoretical maximum amount of product (1.0 means a 100% yield; for example, 0.34 means a 34% yield). (1) The reactants are [CH3:1][CH:2]([C:6](=[O:8])[CH3:7])[C:3](=[O:5])[CH3:4].[OH:9][C:10]1[CH:17]=[CH:16][C:13]([CH:14]=O)=[CH:12][C:11]=1[O:18][CH3:19].B([O:21][CH2:22][CH2:23][CH2:24]C)([O:21][CH2:22][CH2:23][CH2:24]C)[O:21][CH2:22][CH2:23][CH2:24]C.[CH2:36](N)[CH2:37][CH2:38][CH3:39].Cl.[C:42](OCC)(=[O:44])C. No catalyst specified. The product is [CH3:1][CH:2]([C:6](=[O:8])[CH:7]=[CH:39][C:38]1[CH:24]=[CH:23][C:22]([OH:21])=[C:36]([O:44][CH3:42])[CH:37]=1)[C:3](=[O:5])[CH:4]=[CH:14][C:13]1[CH:16]=[CH:17][C:10]([OH:9])=[C:11]([O:18][CH3:19])[CH:12]=1. The yield is 0.220. (2) The reactants are C([Li])CCC.[CH3:6][P:7](=[O:14])([O:11][CH2:12][CH3:13])[O:8][CH2:9][CH3:10].[CH2:15]([O:22][C@H:23]1[C@H:28]([O:29][CH2:30][C:31]2[CH:36]=[CH:35][CH:34]=[CH:33][CH:32]=2)[C@H:27]([O:37][CH2:38][C:39]2[CH:44]=[CH:43][CH:42]=[CH:41][CH:40]=2)[C@H:26]([CH3:45])[O:25][C:24]1=[O:46])[C:16]1[CH:21]=[CH:20][CH:19]=[CH:18][CH:17]=1. The catalyst is C1COCC1. The product is [CH2:15]([O:22][C@H:23]1[C@H:28]([O:29][CH2:30][C:31]2[CH:36]=[CH:35][CH:34]=[CH:33][CH:32]=2)[C@H:27]([O:37][CH2:38][C:39]2[CH:40]=[CH:41][CH:42]=[CH:43][CH:44]=2)[C@H:26]([CH3:45])[O:25][C@@:24]1([CH2:6][P:7](=[O:14])([O:11][CH2:12][CH3:13])[O:8][CH2:9][CH3:10])[OH:46])[C:16]1[CH:21]=[CH:20][CH:19]=[CH:18][CH:17]=1. The yield is 0.675. (3) The catalyst is O1CCCC1. The product is [NH:29]=[C:28]1[N:6]([C:7]2[S:8][CH:9]=[C:10]([C:12]3[CH:13]=[CH:14][C:15]([C:16]#[N:17])=[CH:18][CH:19]=3)[N:11]=2)[C:3]([CH3:5])([CH3:4])[CH2:2][O:1]1. The reactants are [OH:1][CH2:2][C:3]([NH:6][C:7]1[S:8][CH:9]=[C:10]([C:12]2[CH:19]=[CH:18][C:15]([C:16]#[N:17])=[CH:14][CH:13]=2)[N:11]=1)([CH3:5])[CH3:4].BrCC(C1C=CC([C:28]#[N:29])=CC=1)=O.C1N=CN(C(N2C=NC=C2)=N)C=1. The yield is 0.190. (4) The reactants are C[O:2][C:3]([C:5]1[C:6]2[CH:7]=[CH:8][CH:9]=[N:10][C:11]=2[C:12]([O:27][CH:28]([C:35]2[CH:40]=[CH:39][CH:38]=[CH:37][CH:36]=2)[C:29]2[CH:34]=[CH:33][CH:32]=[CH:31][CH:30]=2)=[C:13]2[C:17](=[O:18])[N:16]([CH2:19][C:20]3[CH:25]=[CH:24][C:23]([F:26])=[CH:22][CH:21]=3)[CH2:15][C:14]=12)=[O:4].O.[Li+].[OH-]. The catalyst is O1CCCC1. The product is [CH:28]([O:27][C:12]1[C:11]2[N:10]=[CH:9][CH:8]=[CH:7][C:6]=2[C:5]([C:3]([OH:4])=[O:2])=[C:14]2[CH2:15][N:16]([CH2:19][C:20]3[CH:25]=[CH:24][C:23]([F:26])=[CH:22][CH:21]=3)[C:17](=[O:18])[C:13]=12)([C:35]1[CH:36]=[CH:37][CH:38]=[CH:39][CH:40]=1)[C:29]1[CH:34]=[CH:33][CH:32]=[CH:31][CH:30]=1. The yield is 0.980.